This data is from Peptide-MHC class II binding affinity with 134,281 pairs from IEDB. The task is: Regression. Given a peptide amino acid sequence and an MHC pseudo amino acid sequence, predict their binding affinity value. This is MHC class II binding data. (1) The peptide sequence is MGMFNMLSTVLGVSI. The MHC is DRB1_1101 with pseudo-sequence DRB1_1101. The binding affinity (normalized) is 0.591. (2) The peptide sequence is VSVDNISLLPQEDMI. The MHC is DRB1_0101 with pseudo-sequence DRB1_0101. The binding affinity (normalized) is 0.571. (3) The peptide sequence is WIELKESWGAVWRID. The MHC is HLA-DQA10501-DQB10201 with pseudo-sequence HLA-DQA10501-DQB10201. The binding affinity (normalized) is 0.255.